From a dataset of Catalyst prediction with 721,799 reactions and 888 catalyst types from USPTO. Predict which catalyst facilitates the given reaction. (1) Reactant: [Cl:1][C:2]1[CH:3]=[C:4]([Mg]Br)[CH:5]=[CH:6][C:7]=1[Cl:8].[CH3:11][O:12][C:13]1[CH:14]=[C:15]([C:25]#[C:26][CH2:27][CH2:28][CH2:29][CH:30]=[O:31])[CH:16]=[CH:17][C:18]=1[N:19]1[CH:23]=[N:22][C:21]([CH3:24])=[N:20]1.[Cl-].[NH4+]. Product: [Cl:1][C:2]1[CH:3]=[C:4]([CH:30]([OH:31])[CH2:29][CH2:28][CH2:27][C:26]#[C:25][C:15]2[CH:16]=[CH:17][C:18]([N:19]3[CH:23]=[N:22][C:21]([CH3:24])=[N:20]3)=[C:13]([O:12][CH3:11])[CH:14]=2)[CH:5]=[CH:6][C:7]=1[Cl:8]. The catalyst class is: 1. (2) Reactant: [C:1]([C:3]1[CH:42]=[CH:41][C:6]([CH2:7][CH:8](/[CH:21]=[CH:22]/[C:23]2[CH:28]=[CH:27][CH:26]=[CH:25][C:24]=2[O:29][CH2:30][CH2:31][CH2:32][CH2:33][CH2:34][C:35]2[CH:40]=[CH:39][CH:38]=[CH:37][CH:36]=2)[CH2:9][CH2:10][C:11]2[CH:20]=[CH:19][C:14]([C:15]([O:17][CH3:18])=[O:16])=[CH:13][CH:12]=2)=[CH:5][CH:4]=1)#[N:2].C[Si]([N:47]=[N+:48]=[N-:49])(C)C.C([Sn](=O)CCCC)CCC. The catalyst class is: 11. Product: [C:35]1([CH2:34][CH2:33][CH2:32][CH2:31][CH2:30][O:29][C:24]2[CH:25]=[CH:26][CH:27]=[CH:28][C:23]=2/[CH:22]=[CH:21]/[CH:8]([CH2:7][C:6]2[CH:5]=[CH:4][C:3]([C:1]3[NH:49][N:48]=[N:47][N:2]=3)=[CH:42][CH:41]=2)[CH2:9][CH2:10][C:11]2[CH:20]=[CH:19][C:14]([C:15]([O:17][CH3:18])=[O:16])=[CH:13][CH:12]=2)[CH:36]=[CH:37][CH:38]=[CH:39][CH:40]=1. (3) Reactant: [C:1]([O:5][C:6]([NH:8][CH:9]([CH2:31][CH3:32])[C@H:10]([O:27]C(=O)C)[C:11]1[O:12][C:13]([C:16]2[CH:21]=[CH:20][C:19]([O:22][C:23]([F:26])([F:25])[F:24])=[CH:18][CH:17]=2)=[N:14][N:15]=1)=[O:7])([CH3:4])([CH3:3])[CH3:2].O.[OH-].[Li+]. Product: [C:1]([O:5][C:6](=[O:7])[NH:8][C@H:9]([CH:10]([OH:27])[C:11]1[O:12][C:13]([C:16]2[CH:17]=[CH:18][C:19]([O:22][C:23]([F:25])([F:24])[F:26])=[CH:20][CH:21]=2)=[N:14][N:15]=1)[CH2:31][CH3:32])([CH3:2])([CH3:3])[CH3:4]. The catalyst class is: 20.